This data is from Full USPTO retrosynthesis dataset with 1.9M reactions from patents (1976-2016). The task is: Predict the reactants needed to synthesize the given product. (1) Given the product [F:22][C:23]1[CH:24]=[C:25]([CH:29]=[CH:30][CH:31]=1)[C:26]([NH:1][C:2]1[C:11]2[C:6](=[CH:7][CH:8]=[CH:9][CH:10]=2)[CH:5]=[CH:4][C:3]=1[C:12]([OH:21])([C:13]([F:14])([F:15])[F:16])[C:17]([F:18])([F:19])[F:20])=[O:27], predict the reactants needed to synthesize it. The reactants are: [NH2:1][C:2]1[C:11]2[C:6](=[CH:7][CH:8]=[CH:9][CH:10]=2)[CH:5]=[CH:4][C:3]=1[C:12]([OH:21])([C:17]([F:20])([F:19])[F:18])[C:13]([F:16])([F:15])[F:14].[F:22][C:23]1[CH:24]=[C:25]([CH:29]=[CH:30][CH:31]=1)[C:26](Cl)=[O:27]. (2) Given the product [NH2:12][C:11]1[C:6]([C:4]([O:3][CH2:1][CH3:2])=[O:5])=[N:7][C:8]([C:21]2[CH2:22][CH2:23][C:18]3([O:17][CH2:16][CH2:15][O:14]3)[CH2:19][CH:20]=2)=[CH:9][CH:10]=1, predict the reactants needed to synthesize it. The reactants are: [CH2:1]([O:3][C:4]([C:6]1[C:11]([NH2:12])=[CH:10][CH:9]=[C:8](Br)[N:7]=1)=[O:5])[CH3:2].[O:14]1[C:18]2([CH2:23][CH2:22][C:21](B3OC(C)(C)C(C)(C)O3)=[CH:20][CH2:19]2)[O:17][CH2:16][CH2:15]1.ClCCl.C(=O)([O-])[O-].[K+].[K+]. (3) Given the product [F:8][C:9]1[CH:15]=[C:14]([I:16])[CH:13]=[CH:12][C:10]=1[NH:11][C:20]([CH:17]1[CH2:19][CH2:18]1)=[O:21], predict the reactants needed to synthesize it. The reactants are: C(N(CC)CC)C.[F:8][C:9]1[CH:15]=[C:14]([I:16])[CH:13]=[CH:12][C:10]=1[NH2:11].[CH:17]1([C:20](Cl)=[O:21])[CH2:19][CH2:18]1. (4) Given the product [CH:7]1([N:13]([CH:23]2[CH2:28][CH2:27][CH2:26][CH2:25][CH2:24]2)[C:14]([NH2:29])=[N:16][N:17]2[CH2:22][CH2:21][CH2:20][CH2:19][CH2:18]2)[CH2:12][CH2:11][CH2:10][CH2:9][CH2:8]1, predict the reactants needed to synthesize it. The reactants are: C(Cl)(=O)C(Cl)=O.[CH:7]1([N:13]([CH:23]2[CH2:28][CH2:27][CH2:26][CH2:25][CH2:24]2)[C:14]([NH:16][N:17]2[CH2:22][CH2:21][CH2:20][CH2:19][CH2:18]2)=O)[CH2:12][CH2:11][CH2:10][CH2:9][CH2:8]1.[NH3:29]. (5) Given the product [CH:32]1([CH:28]([NH:27][C:24]([C:7]2[N:8]([CH2:12][C:13]3[CH:18]=[CH:17][CH:16]=[C:15]([O:19][C:20]([F:22])([F:21])[F:23])[CH:14]=3)[C:9]3[C:5]([CH:6]=2)=[CH:4][C:3]([C:1]#[N:2])=[CH:11][CH:10]=3)=[O:26])[CH2:29][CH2:30][OH:31])[CH2:34][CH2:33]1, predict the reactants needed to synthesize it. The reactants are: [C:1]([C:3]1[CH:4]=[C:5]2[C:9](=[CH:10][CH:11]=1)[N:8]([CH2:12][C:13]1[CH:18]=[CH:17][CH:16]=[C:15]([O:19][C:20]([F:23])([F:22])[F:21])[CH:14]=1)[C:7]([C:24]([OH:26])=O)=[CH:6]2)#[N:2].[NH2:27][CH:28]([CH:32]1[CH2:34][CH2:33]1)[CH2:29][CH2:30][OH:31]. (6) The reactants are: [F:1][C:2]1[CH:7]=[CH:6][CH:5]=[CH:4][C:3]=1[C:8]1[C:9](=[O:15])[O:10][CH:11]([CH3:14])[C:12]=1O.O.[NH2:17][NH2:18].[S:19](Cl)([C:22]1[CH:28]=[CH:27][C:25]([CH3:26])=[CH:24][CH:23]=1)(=[O:21])=[O:20].C(N(CC)CC)C. Given the product [F:1][C:2]1[CH:7]=[CH:6][CH:5]=[CH:4][C:3]=1[C:8]1[C:9]([O:15][S:19]([C:22]2[CH:28]=[CH:27][C:25]([CH3:26])=[CH:24][CH:23]=2)(=[O:21])=[O:20])=[N:17][NH:18][C:12]=1[CH:11]([OH:10])[CH3:14], predict the reactants needed to synthesize it. (7) Given the product [CH3:1][O:2][C:3]1[N:8]=[CH:7][C:6](/[CH:9]=[CH:12]/[C:13]([OH:15])=[O:14])=[CH:5][CH:4]=1, predict the reactants needed to synthesize it. The reactants are: [CH3:1][O:2][C:3]1[N:8]=[CH:7][C:6]([CH:9]=O)=[CH:5][CH:4]=1.C(O)(=O)[CH2:12][C:13]([OH:15])=[O:14].N1CCCCC1.Cl. (8) Given the product [CH3:1][O:2][C:3]1[CH:4]=[C:5]([C:6](=[S:12])[NH2:7])[CH:8]=[CH:9][CH:10]=1, predict the reactants needed to synthesize it. The reactants are: [CH3:1][O:2][C:3]1[CH:4]=[C:5]([CH:8]=[CH:9][CH:10]=1)[C:6]#[N:7].P([S-])(OCC)(OCC)=[S:12].